From a dataset of Reaction yield outcomes from USPTO patents with 853,638 reactions. Predict the reaction yield, written as a fraction of the theoretical maximum amount of product (1.0 means a 100% yield; for example, 0.34 means a 34% yield). (1) The reactants are [Br:1][C:2]1[CH:7]=[CH:6][C:5]([C:8]2([NH2:11])[CH2:10][CH2:9]2)=[CH:4][CH:3]=1.[C:12](Cl)(=[O:15])[CH2:13][CH3:14].N1C=CC=CC=1. The catalyst is C(Cl)Cl. The product is [Br:1][C:2]1[CH:3]=[CH:4][C:5]([C:8]2([NH:11][C:12](=[O:15])[CH2:13][CH3:14])[CH2:9][CH2:10]2)=[CH:6][CH:7]=1. The yield is 0.670. (2) The reactants are F[P-](F)(F)(F)(F)F.N1(OC(N(C)C)=[N+](C)C)C2N=CC=CC=2N=N1.[C:25]([N:32]1[CH2:40][CH2:39][CH:35]([C:36]([OH:38])=O)[CH2:34][CH2:33]1)([O:27][C:28]([CH3:31])([CH3:30])[CH3:29])=[O:26].CN1CCOCC1.[NH2:48][C:49]1[N:50]=[CH:51][C:52](/[C:64](=[N:66]/[NH2:67])/[NH2:65])=[N:53][C:54]=1[C:55]1[O:56][C:57]([C:60]([CH3:63])([CH3:62])[CH3:61])=[N:58][N:59]=1. The catalyst is CC(N(C)C)=O. The product is [NH2:65]/[C:64](/[C:52]1[CH:51]=[N:50][C:49]([NH2:48])=[C:54]([C:55]2[O:56][C:57]([C:60]([CH3:63])([CH3:62])[CH3:61])=[N:58][N:59]=2)[N:53]=1)=[N:66]\[NH:67][C:36]([CH:35]1[CH2:34][CH2:33][N:32]([C:25]([O:27][C:28]([CH3:29])([CH3:30])[CH3:31])=[O:26])[CH2:40][CH2:39]1)=[O:38]. The yield is 0.950. (3) The reactants are C([N:8]1[CH2:16][C:15]2[C:10](=[CH:11][CH:12]=[C:13]([CH2:17][OH:18])[CH:14]=2)[CH2:9]1)C1C=CC=CC=1. The yield is 1.00. The product is [CH2:9]1[C:10]2[C:15](=[CH:14][C:13]([CH2:17][OH:18])=[CH:12][CH:11]=2)[CH2:16][NH:8]1. The catalyst is [Pd].C(O)C.